Dataset: Reaction yield outcomes from USPTO patents with 853,638 reactions. Task: Predict the reaction yield, written as a fraction of the theoretical maximum amount of product (1.0 means a 100% yield; for example, 0.34 means a 34% yield). The reactants are C(N(CC)CC)C.[F:8][C:9]1[CH:14]=[CH:13][CH:12]=[CH:11][C:10]=1[N:15]1[C:23]2[C:18](=[C:19]([N:24]3[CH2:31][C@@H:30]4[C@@H:26]([CH2:27][NH:28][CH2:29]4)[C:25]3=[O:32])[CH:20]=[CH:21][CH:22]=2)[CH:17]=[N:16]1.[F:33][C:34]([F:42])([F:41])[CH2:35][CH2:36][S:37](Cl)(=[O:39])=[O:38]. The catalyst is C(Cl)Cl. The product is [F:8][C:9]1[CH:14]=[CH:13][CH:12]=[CH:11][C:10]=1[N:15]1[C:23]2[C:18](=[C:19]([N:24]3[CH2:31][C@@H:30]4[C@@H:26]([CH2:27][N:28]([S:37]([CH2:36][CH2:35][C:34]([F:42])([F:41])[F:33])(=[O:39])=[O:38])[CH2:29]4)[C:25]3=[O:32])[CH:20]=[CH:21][CH:22]=2)[CH:17]=[N:16]1. The yield is 0.140.